Predict the product of the given reaction. From a dataset of Forward reaction prediction with 1.9M reactions from USPTO patents (1976-2016). (1) Given the reactants [CH3:1][C:2]1[O:6][C:5]([C:7]([NH:9][C:10]([C:13]2[N:19]([CH3:20])[C:17](=[O:18])[C:16]([OH:21])=[C:15]([C:22]([NH:24][CH2:25][C:26]3[CH:27]=[CH:28][C:29]([F:32])=[CH:30][CH:31]=3)=[O:23])[N:14]=2)([CH3:12])[CH3:11])=[O:8])=[N:4][N:3]=1.C(O)C.[OH-].[Ba+2:37].[OH-], predict the reaction product. The product is: [CH3:1][C:2]1[O:6][C:5]([C:7]([NH:9][C:10]([C:13]2[N:19]([CH3:20])[C:17](=[O:18])[C:16]([OH:21])=[C:15]([C:22]([NH:24][CH2:25][C:26]3[CH:27]=[CH:28][C:29]([F:32])=[CH:30][CH:31]=3)=[O:23])[N:14]=2)([CH3:12])[CH3:11])=[O:8])=[N:4][N:3]=1.[Ba:37]. (2) Given the reactants [C:1]([O:5][C:6](=[O:26])[N:7]([C:9]1[CH:14]=[C:13]([O:15][C:16]2[CH:21]=[CH:20][CH:19]=[C:18]([NH2:22])[CH:17]=2)[CH:12]=[CH:11][C:10]=1[N+:23]([O-:25])=[O:24])[CH3:8])([CH3:4])([CH3:3])[CH3:2].[CH3:27][C:28]([CH3:30])=O.C(O)(=O)C.C(O[BH-](OC(=O)C)OC(=O)C)(=O)C.[Na+], predict the reaction product. The product is: [C:1]([O:5][C:6](=[O:26])[N:7]([C:9]1[CH:14]=[C:13]([O:15][C:16]2[CH:21]=[CH:20][CH:19]=[C:18]([NH:22][CH:28]([CH3:30])[CH3:27])[CH:17]=2)[CH:12]=[CH:11][C:10]=1[N+:23]([O-:25])=[O:24])[CH3:8])([CH3:4])([CH3:2])[CH3:3]. (3) Given the reactants [NH2:1][CH2:2][C:3]1[CH:8]=[CH:7][C:6]([NH:9][C:10]([C:12]2[C:13]([C:19]([NH:21][C@@H:22]([CH3:26])[CH2:23][S:24][CH3:25])=[O:20])=[C:14]([Cl:18])[CH:15]=[CH:16][CH:17]=2)=[O:11])=[C:5]([CH3:27])[CH:4]=1.F[C:29](F)(F)[N:30]1[N:34]=[C:33]([C:35]([F:38])([F:37])[F:36])OC1.[CH3:41]O, predict the reaction product. The product is: [Cl:18][C:14]1[CH:15]=[CH:16][CH:17]=[C:12]([C:10]([NH:9][C:6]2[CH:7]=[CH:8][C:3]([CH2:2][N:1]3[C:33]([C:35]([F:38])([F:37])[F:36])=[N:34][N:30]=[C:29]3[CH3:41])=[CH:4][C:5]=2[CH3:27])=[O:11])[C:13]=1[C:19]([NH:21][C@@H:22]([CH3:26])[CH2:23][S:24][CH3:25])=[O:20]. (4) Given the reactants [NH2:1][C:2]1[CH:3]=[C:4]([F:58])[C:5]([S:52]([CH:55]([CH3:57])[CH3:56])(=[O:54])=[O:53])=[C:6]([CH2:8][N:9]([CH3:51])[C:10]([CH:12]([NH:24][C:25]2[CH:26]=[C:27]3[C:32](=[C:33]([F:35])[CH:34]=2)[C:31]([N:36]([C:44]([O:46][C:47]([CH3:50])([CH3:49])[CH3:48])=[O:45])[C:37](=[O:43])[O:38][C:39]([CH3:42])([CH3:41])[CH3:40])=[N:30][CH:29]=[CH:28]3)[C:13]2[CH:18]=[CH:17][C:16]([C@@H:19]([CH3:22])[CH2:20][OH:21])=[C:15]([CH3:23])[CH:14]=2)=[O:11])[CH:7]=1.[C:59](Cl)(Cl)=[O:60], predict the reaction product. The product is: [C:39]([O:38][C:37]([N:36]([C:31]1[C:32]2[C:27](=[CH:26][C:25]([NH:24][C@H:12]3[C:10](=[O:11])[N:9]([CH3:51])[CH2:8][C:6]4[CH:7]=[C:2]([CH:3]=[C:4]([F:58])[C:5]=4[S:52]([CH:55]([CH3:57])[CH3:56])(=[O:53])=[O:54])[NH:1][C:59](=[O:60])[O:21][CH2:20][C@H:19]([CH3:22])[C:16]4[CH:17]=[CH:18][C:13]3=[CH:14][C:15]=4[CH3:23])=[CH:34][C:33]=2[F:35])[CH:28]=[CH:29][N:30]=1)[C:44](=[O:45])[O:46][C:47]([CH3:48])([CH3:49])[CH3:50])=[O:43])([CH3:42])([CH3:40])[CH3:41]. (5) Given the reactants Cl[C:2]1[N:7]2[N:8]=[C:9](C)[CH:10]=[C:6]2[N:5]=[C:4]([NH:12][C:13](=[O:24])[C:14]2[CH:19]=[CH:18][C:17]([C:20]([OH:23])([CH3:22])[CH3:21])=[CH:16][CH:15]=2)[CH:3]=1.[NH:25]1[CH2:30][CH2:29][CH:28]([C:31]([OH:33])=[O:32])[CH2:27][CH2:26]1, predict the reaction product. The product is: [OH:23][C:20]([C:17]1[CH:18]=[CH:19][C:14]([C:13]([NH:12][C:4]2[CH:3]=[C:2]([N:25]3[CH2:30][CH2:29][CH:28]([C:31]([OH:33])=[O:32])[CH2:27][CH2:26]3)[N:7]3[N:8]=[CH:9][CH:10]=[C:6]3[N:5]=2)=[O:24])=[CH:15][CH:16]=1)([CH3:22])[CH3:21].